Task: Regression. Given a peptide amino acid sequence and an MHC pseudo amino acid sequence, predict their binding affinity value. This is MHC class II binding data.. Dataset: Peptide-MHC class II binding affinity with 134,281 pairs from IEDB (1) The peptide sequence is EKKYFAATQFEILAA. The MHC is HLA-DPA10201-DPB11401 with pseudo-sequence HLA-DPA10201-DPB11401. The binding affinity (normalized) is 0.818. (2) The peptide sequence is HELIMKDGRKLVVPCR. The MHC is DRB1_0301 with pseudo-sequence DRB1_0301. The binding affinity (normalized) is 0.667. (3) The peptide sequence is AELMILIATNLLGQN. The MHC is HLA-DQA10102-DQB10602 with pseudo-sequence HLA-DQA10102-DQB10602. The binding affinity (normalized) is 0.354. (4) The peptide sequence is AYINCFGCETHA. The MHC is H-2-IAq with pseudo-sequence XXYHWTSGGQTGHGWALGSNYYDIRTETVHGVHT. The binding affinity (normalized) is 0. (5) The peptide sequence is TASDFWGGAGSAACQ. The MHC is HLA-DQA10501-DQB10301 with pseudo-sequence HLA-DQA10501-DQB10301. The binding affinity (normalized) is 0.541. (6) The peptide sequence is VPRLPEQGSSSRAEDSPEG. The MHC is HLA-DQA10501-DQB10302 with pseudo-sequence HLA-DQA10501-DQB10302. The binding affinity (normalized) is 0.763. (7) The peptide sequence is ALFKAIEAYLLAHPD. The MHC is DRB1_0405 with pseudo-sequence DRB1_0405. The binding affinity (normalized) is 0.655. (8) The peptide sequence is NTSYRLISCNTSVI. The MHC is DRB1_0101 with pseudo-sequence DRB1_0101. The binding affinity (normalized) is 0.628. (9) The MHC is HLA-DPA10201-DPB10501 with pseudo-sequence HLA-DPA10201-DPB10501. The binding affinity (normalized) is 0.244. The peptide sequence is FGMVQFQKFFNPVTP. (10) The peptide sequence is ETALKKAITAMSE. The MHC is HLA-DPA10201-DPB11401 with pseudo-sequence HLA-DPA10201-DPB11401. The binding affinity (normalized) is 0.581.